This data is from Full USPTO retrosynthesis dataset with 1.9M reactions from patents (1976-2016). The task is: Predict the reactants needed to synthesize the given product. (1) Given the product [CH3:26][N:25]1[CH:24]=[N:23][N:22]=[C:21]1[S:20][C:9]1[CH:10]=[C:11]2[C:6](=[CH:7][CH:8]=1)[N:5]=[CH:4][N:3]=[C:2]2[NH:13][C:14]1[CH:19]=[CH:18][N:17]=[CH:16][N:15]=1, predict the reactants needed to synthesize it. The reactants are: Cl[C:2]1[C:11]2[C:6](=[CH:7][CH:8]=[C:9](I)[CH:10]=2)[N:5]=[CH:4][N:3]=1.[NH2:13][C:14]1[CH:19]=[CH:18][N:17]=[CH:16][N:15]=1.[SH:20][C:21]1[N:25]([CH3:26])[CH:24]=[N:23][N:22]=1. (2) The reactants are: [N:1]12[CH2:7][C:4]([C:8](OCC)=[O:9])([CH2:5][CH2:6]1)[CH2:3][CH2:2]2.[H-].[Al+3].[Li+].[H-].[H-].[H-]. Given the product [N:1]12[CH2:7][C:4]([CH2:8][OH:9])([CH2:5][CH2:6]1)[CH2:3][CH2:2]2, predict the reactants needed to synthesize it. (3) Given the product [Cl:10][C:11]1[CH:12]=[N:13][C:14]2[C:19]([C:20]=1[CH:21]([F:7])[CH2:22][CH2:23][C:24]1([C:41]([O:43][CH3:44])=[O:42])[CH2:25][CH2:26][N:27]([CH2:30][CH2:31][O:32][C:33]3[CH:38]=[C:37]([F:39])[CH:36]=[CH:35][C:34]=3[F:40])[CH2:28][CH2:29]1)=[CH:18][C:17]([O:46][CH3:47])=[CH:16][CH:15]=2, predict the reactants needed to synthesize it. The reactants are: C(N(S(F)(F)[F:7])CC)C.[Cl:10][C:11]1[CH:12]=[N:13][C:14]2[C:19]([C:20]=1[CH:21](O)[CH2:22][CH2:23][C:24]1([C:41]([O:43][CH3:44])=[O:42])[CH2:29][CH2:28][N:27]([CH2:30][CH2:31][O:32][C:33]3[CH:38]=[C:37]([F:39])[CH:36]=[CH:35][C:34]=3[F:40])[CH2:26][CH2:25]1)=[CH:18][C:17]([O:46][CH3:47])=[CH:16][CH:15]=2.C(=O)([O-])O.[Na+]. (4) Given the product [C:40]([CH:39]=[CH:38][C:37]1[C:32]([NH:31][CH:26]2[CH2:27][CH2:28][CH2:29][CH2:30]2)=[N:33][C:34]([N:42]([C:43]2[CH:44]=[CH:45][C:46]([N:49]3[CH2:50][CH2:51][N:52]([CH3:55])[CH2:53][CH2:54]3)=[CH:47][CH:48]=2)[C:2](=[O:3])[CH2:4][CH2:5][CH2:6][CH2:7][C@H:8]2[C@@H:16]3[C@@H:11]([NH:12][C:13](=[O:14])[NH:15]3)[CH2:10][S:9]2)=[N:35][CH:36]=1)#[N:41], predict the reactants needed to synthesize it. The reactants are: O[C:2]([CH2:4][CH2:5][CH2:6][CH2:7][C@H:8]1[C@@H:16]2[C@@H:11]([NH:12][C:13]([NH:15]2)=[O:14])[CH2:10][S:9]1)=[O:3].C(Cl)CCl.CN(C=O)C.[CH:26]1([NH:31][C:32]2[C:37]([CH:38]=[CH:39][C:40]#[N:41])=[CH:36][N:35]=[C:34]([NH:42][C:43]3[CH:48]=[CH:47][C:46]([N:49]4[CH2:54][CH2:53][N:52]([CH3:55])[CH2:51][CH2:50]4)=[CH:45][CH:44]=3)[N:33]=2)[CH2:30][CH2:29][CH2:28][CH2:27]1.